This data is from Full USPTO retrosynthesis dataset with 1.9M reactions from patents (1976-2016). The task is: Predict the reactants needed to synthesize the given product. (1) Given the product [F:37][C:2]1([F:1])[O:6][C:5]2[CH:7]=[CH:8][C:9]([C:11]3([C:14]([NH:16][C@H:17]4[C:26]5[C:21](=[CH:22][CH:23]=[CH:24][CH:25]=5)[O:20][C@@H:19]([C:27]5[CH:28]=[C:29]([CH:34]=[CH:35][CH:36]=5)[C:30]([OH:32])=[O:31])[CH2:18]4)=[O:15])[CH2:12][CH2:13]3)=[CH:10][C:4]=2[O:3]1, predict the reactants needed to synthesize it. The reactants are: [F:1][C:2]1([F:37])[O:6][C:5]2[CH:7]=[CH:8][C:9]([C:11]3([C:14]([NH:16][C@H:17]4[C:26]5[C:21](=[CH:22][CH:23]=[CH:24][CH:25]=5)[O:20][C@@H:19]([C:27]5[CH:28]=[C:29]([CH:34]=[CH:35][CH:36]=5)[C:30]([O:32]C)=[O:31])[CH2:18]4)=[O:15])[CH2:13][CH2:12]3)=[CH:10][C:4]=2[O:3]1.[OH-].[Li+]. (2) Given the product [C:18]([O:22][C:23](=[O:24])[NH:1][C:2]([CH2:5][OH:6])([CH2:3][OH:4])[CH2:7][CH3:8])([CH3:21])([CH3:20])[CH3:19], predict the reactants needed to synthesize it. The reactants are: [NH2:1][C:2]([CH2:7][CH3:8])([CH2:5][OH:6])[CH2:3][OH:4].C(N(CC)C(C)C)(C)C.[C:18]([O:22][C:23](O[C:23]([O:22][C:18]([CH3:21])([CH3:20])[CH3:19])=[O:24])=[O:24])([CH3:21])([CH3:20])[CH3:19].[OH-].[Na+]. (3) Given the product [F:14][C:8]1[C:7]([CH:4]2[CH2:3][CH2:2][O:1][CH2:6][CH2:5]2)=[CH:12][C:11]([F:13])=[CH:10][N:9]=1, predict the reactants needed to synthesize it. The reactants are: [O:1]1[CH2:6][CH:5]=[C:4]([C:7]2[C:8]([F:14])=[N:9][CH:10]=[C:11]([F:13])[CH:12]=2)[CH2:3][CH2:2]1.